This data is from Full USPTO retrosynthesis dataset with 1.9M reactions from patents (1976-2016). The task is: Predict the reactants needed to synthesize the given product. (1) Given the product [CH3:1][N:2]1[C:10]2[C:5](=[CH:6][CH:7]=[CH:8][CH:9]=2)[CH:4]=[C:3]1[C:11]1[S:20][CH2:19][CH:14]([C:15]([O:17][CH3:18])=[O:16])[N:13]=1, predict the reactants needed to synthesize it. The reactants are: [CH3:1][N:2]1[C:10]2[C:5](=[CH:6][CH:7]=[CH:8][CH:9]=2)[CH:4]=[C:3]1[C:11]([NH:13][CH:14]([CH2:19][S:20]C(C1C=CC=CC=1)(C1C=CC=CC=1)C1C=CC=CC=1)[C:15]([O:17][CH3:18])=[O:16])=O.S1CCN=C1. (2) Given the product [F:1][C:2]1[CH:3]=[N:4][CH:5]=[CH:6][C:7]=1[C:17]([OH:18])([CH3:19])[CH3:16], predict the reactants needed to synthesize it. The reactants are: [F:1][C:2]1[CH:3]=[N:4][CH:5]=[CH:6][CH:7]=1.[Li+].CC([N-]C(C)C)C.[CH3:16][C:17]([CH3:19])=[O:18]. (3) Given the product [CH2:19]([S:20][C:2]1[C:11]2[C:6](=[CH:7][CH:8]=[CH:9][CH:10]=2)[C:5](=[O:12])[NH:4][N:3]=1)[C:13]1[CH:18]=[CH:17][CH:16]=[CH:15][CH:14]=1, predict the reactants needed to synthesize it. The reactants are: Cl[C:2]1[C:11]2[C:6](=[CH:7][CH:8]=[CH:9][CH:10]=2)[C:5](=[O:12])[NH:4][N:3]=1.[C:13]1([CH2:19][SH:20])[CH:18]=[CH:17][CH:16]=[CH:15][CH:14]=1.[H-].[Na+]. (4) Given the product [Cl:1][C:2]1[CH:10]=[CH:9][C:8]([B:11]([OH:15])[OH:12])=[C:7]2[C:3]=1[C:4]([NH:21][S:29]([C:32]([F:35])([F:34])[F:33])(=[O:31])=[O:30])=[N:5][N:6]2[CH3:20], predict the reactants needed to synthesize it. The reactants are: [Cl:1][C:2]1[CH:10]=[CH:9][C:8]([B:11]2[O:15]C(C)(C)C(C)(C)[O:12]2)=[C:7]2[C:3]=1[C:4]([NH2:21])=[N:5][N:6]2[CH3:20].C(N(CC)CC)C.[S:29](O[S:29]([C:32]([F:35])([F:34])[F:33])(=[O:31])=[O:30])([C:32]([F:35])([F:34])[F:33])(=[O:31])=[O:30]. (5) Given the product [CH2:2]([O:9][C:10]1[CH:19]=[CH:18][CH:17]=[C:16]2[C:11]=1[CH2:12][CH2:13][CH2:14][CH:15]2[C:20]([N:22]([C:29]1[CH:30]=[N:31][C:32]([CH:35]([CH3:37])[CH3:36])=[CH:33][CH:34]=1)[CH2:23][C:24]1[CH:25]=[N:26][N:27]([CH2:39][C:40]2[CH:45]=[C:44]([C:46]([F:48])([F:47])[F:49])[CH:43]=[CH:42][N:41]=2)[CH:28]=1)=[O:21])[C:3]1[CH:8]=[CH:7][CH:6]=[CH:5][CH:4]=1, predict the reactants needed to synthesize it. The reactants are: Cl.[CH2:2]([O:9][C:10]1[CH:19]=[CH:18][CH:17]=[C:16]2[C:11]=1[CH2:12][CH2:13][CH2:14][CH:15]2[C:20]([N:22]([C:29]1[CH:30]=[N:31][C:32]([CH:35]([CH3:37])[CH3:36])=[CH:33][CH:34]=1)[CH2:23][C:24]1[CH:25]=[N:26][NH:27][CH:28]=1)=[O:21])[C:3]1[CH:8]=[CH:7][CH:6]=[CH:5][CH:4]=1.Cl[CH2:39][C:40]1[CH:45]=[C:44]([C:46]([F:49])([F:48])[F:47])[CH:43]=[CH:42][N:41]=1. (6) Given the product [CH2:14]([CH:3]([CH2:1][CH3:2])[CH2:4][CH:5]=[CH:6][N:8]1[CH2:13][CH2:12][CH2:11][CH2:10][CH2:9]1)[CH3:15], predict the reactants needed to synthesize it. The reactants are: [CH2:1]([CH:3]([CH2:14][CH3:15])[CH2:4][CH2:5][C:6]([N:8]1[CH2:13][CH2:12][CH2:11][CH2:10][CH2:9]1)=O)[CH3:2].C[SiH](C)O[SiH](C)C. (7) Given the product [CH2:32]([N:20]1[CH:21]=[C:22]([CH2:25][C:26]2[CH:27]=[CH:28][CH:29]=[CH:30][CH:31]=2)[C:23](=[O:24])[C:18]([C:15](=[O:17])[CH:16]=[C:8]([OH:10])[C:7]([O:13][CH3:14])=[O:12])=[CH:19]1)[C:33]1[CH:34]=[CH:35][CH:36]=[CH:37][CH:38]=1, predict the reactants needed to synthesize it. The reactants are: CC(C)([O-])C.[Na+].[C:7]([O:13][CH3:14])(=[O:12])[C:8]([O:10]C)=O.[C:15]([C:18]1[C:23](=[O:24])[C:22]([CH2:25][C:26]2[CH:31]=[CH:30][CH:29]=[CH:28][CH:27]=2)=[CH:21][N:20]([CH2:32][C:33]2[CH:38]=[CH:37][CH:36]=[CH:35][CH:34]=2)[CH:19]=1)(=[O:17])[CH3:16]. (8) Given the product [NH2:1][C:2]1[N:7]=[CH:6][N:5]=[C:4]2[N:8]([C@@H:25]3[CH2:30][CH2:29][CH2:28][N:27]([C:31]([C:32](=[CH:38][C:37]([CH3:40])([N:41]4[CH2:42][C:43]5([CH2:47][O:46][CH2:45]5)[CH2:44]4)[CH3:36])[C:33]#[N:34])=[O:35])[CH2:26]3)[N:9]=[C:10]([C:11]3[CH:16]=[CH:15][C:14]([O:17][C:18]4[CH:19]=[CH:20][CH:21]=[CH:22][CH:23]=4)=[CH:13][C:12]=3[F:24])[C:3]=12, predict the reactants needed to synthesize it. The reactants are: [NH2:1][C:2]1[N:7]=[CH:6][N:5]=[C:4]2[N:8]([C@@H:25]3[CH2:30][CH2:29][CH2:28][N:27]([C:31](=[O:35])[CH2:32][C:33]#[N:34])[CH2:26]3)[N:9]=[C:10]([C:11]3[CH:16]=[CH:15][C:14]([O:17][C:18]4[CH:23]=[CH:22][CH:21]=[CH:20][CH:19]=4)=[CH:13][C:12]=3[F:24])[C:3]=12.[CH3:36][C:37]([N:41]1[CH2:44][C:43]2([CH2:47][O:46][CH2:45]2)[CH2:42]1)([CH3:40])[CH:38]=O.N1CCCC1.Cl[Si](C)(C)C. (9) Given the product [C:1]([N:8]([CH2:20][C:21]([CH3:25])([CH3:24])[CH2:22][O:23][S:35]([CH2:34][CH2:33][CH2:32][S:39]([O:42][C:43]1[CH:48]=[CH:47][CH:46]=[CH:45][CH:44]=1)(=[O:41])=[O:40])(=[O:36])=[O:37])[C:9](=[O:19])[C@H:10]([CH2:12][C:13]1[CH:14]=[CH:15][CH:16]=[CH:17][CH:18]=1)[NH2:11])([O:3][C:4]([CH3:5])([CH3:7])[CH3:6])=[O:2], predict the reactants needed to synthesize it. The reactants are: [C:1]([N:8]([CH2:20][C:21]([CH3:25])([CH3:24])[CH2:22][OH:23])[C:9](=[O:19])[C@H:10]([CH2:12][C:13]1[CH:18]=[CH:17][CH:16]=[CH:15][CH:14]=1)[NH2:11])([O:3][C:4]([CH3:7])([CH3:6])[CH3:5])=[O:2].C1([CH:32]([S:39]([O:42][C:43]2[CH:48]=[CH:47][CH:46]=[CH:45][CH:44]=2)(=[O:41])=[O:40])[CH2:33][CH2:34][S:35](Cl)(=[O:37])=[O:36])C=CC=CC=1.